This data is from Reaction yield outcomes from USPTO patents with 853,638 reactions. The task is: Predict the reaction yield, written as a fraction of the theoretical maximum amount of product (1.0 means a 100% yield; for example, 0.34 means a 34% yield). (1) The reactants are B(Br)(Br)Br.[CH:5]1([CH2:10][CH:11]([C:20]2[CH:25]=[CH:24][C:23]([O:26]C)=[C:22]([O:28]C)[CH:21]=2)[C:12]([NH:14][C:15]2[S:16][CH:17]=[CH:18][N:19]=2)=[O:13])[CH2:9][CH2:8][CH2:7][CH2:6]1.[OH-].[NH4+].O. The catalyst is C(Cl)Cl. The product is [CH:5]1([CH2:10][CH:11]([C:20]2[CH:25]=[CH:24][C:23]([OH:26])=[C:22]([OH:28])[CH:21]=2)[C:12]([NH:14][C:15]2[S:16][CH:17]=[CH:18][N:19]=2)=[O:13])[CH2:9][CH2:8][CH2:7][CH2:6]1. The yield is 0.157. (2) The reactants are O=P(Cl)(Cl)Cl.CN[CH2:8][CH2:9][CH2:10][CH2:11][C:12]([OH:14])=[O:13].[N:15]1[CH:20]=CC=C[CH:16]=1.[CH3:21][C:22](O)([CH3:24])[CH3:23]. The catalyst is C(Cl)Cl.[Cl-].[Na+].O. The product is [C:22]([O:14][C:12](=[O:13])[CH2:11][CH2:10][CH2:9][CH2:8][CH2:16][NH:15][CH3:20])([CH3:24])([CH3:23])[CH3:21]. The yield is 0.220.